Dataset: Catalyst prediction with 721,799 reactions and 888 catalyst types from USPTO. Task: Predict which catalyst facilitates the given reaction. (1) The catalyst class is: 2. Reactant: [F:1][C:2]1[CH:3]=[C:4]([N:15]2[CH2:20][CH2:19][O:18][CH2:17][CH2:16]2)[CH:5]=[CH:6][C:7]=1[CH2:8][N:9]1[CH2:14][CH2:13][NH:12][CH2:11][CH2:10]1.C(N(CC)C(C)C)(C)C.[CH2:30]1[C:35](=[O:36])[N:34]([O:37][C:38](ON2C(=O)CCC2=O)=[O:39])[C:32](=[O:33])[CH2:31]1. Product: [F:1][C:2]1[CH:3]=[C:4]([N:15]2[CH2:16][CH2:17][O:18][CH2:19][CH2:20]2)[CH:5]=[CH:6][C:7]=1[CH2:8][N:9]1[CH2:10][CH2:11][N:12]([C:38]([O:37][N:34]2[C:35](=[O:36])[CH2:30][CH2:31][C:32]2=[O:33])=[O:39])[CH2:13][CH2:14]1. (2) Reactant: [CH2:1]([O:3][C:4](=[O:27])[C:5]1[CH:10]=[C:9]([F:11])[C:8]([N:12]2[CH2:16][CH2:15][C@H:14]([NH:17][C:18]([O:20][C:21]([CH3:24])([CH3:23])[CH3:22])=[O:19])[CH2:13]2)=[C:7]([Cl:25])[C:6]=1F)[CH3:2].[CH:28]([NH2:32])([CH2:30][CH3:31])[CH3:29]. Product: [CH2:1]([O:3][C:4](=[O:27])[C:5]1[CH:10]=[C:9]([F:11])[C:8]([N:12]2[CH2:16][CH2:15][C@H:14]([NH:17][C:18]([O:20][C:21]([CH3:24])([CH3:23])[CH3:22])=[O:19])[CH2:13]2)=[C:7]([Cl:25])[C:6]=1[NH:32][CH:28]([CH2:30][CH3:31])[CH3:29])[CH3:2]. The catalyst class is: 16. (3) Reactant: [Cl-].[Al+3].[Cl-].[Cl-].[CH2:5]([C:8]1[CH:13]=[CH:12][CH:11]=[CH:10][C:9]=1[OH:14])[CH2:6][CH3:7].[C:15](Cl)(=[O:18])[CH2:16][CH3:17].Cl. Product: [OH:14][C:9]1[CH:10]=[CH:11][C:12]([C:15](=[O:18])[CH2:16][CH3:17])=[CH:13][C:8]=1[CH2:5][CH2:6][CH3:7]. The catalyst class is: 641. (4) Reactant: O([C:9]([O:11][C:12]([CH3:15])([CH3:14])[CH3:13])=[O:10])[C:9]([O:11][C:12]([CH3:15])([CH3:14])[CH3:13])=[O:10].[C:16]1([CH2:22][O:23][C:24]2[CH:34]=[CH:33][C:27]3[CH2:28][NH:29][CH2:30][CH2:31][O:32][C:26]=3[CH:25]=2)[CH:21]=[CH:20][CH:19]=[CH:18][CH:17]=1. Product: [C:16]1([CH2:22][O:23][C:24]2[CH:34]=[CH:33][C:27]3[CH2:28][N:29]([C:9]([O:11][C:12]([CH3:13])([CH3:14])[CH3:15])=[O:10])[CH2:30][CH2:31][O:32][C:26]=3[CH:25]=2)[CH:17]=[CH:18][CH:19]=[CH:20][CH:21]=1. The catalyst class is: 2. (5) Reactant: [H-].[Na+].[Br:3][C:4]1[CH:5]=[CH:6][C:7]2[N:11]=[C:10](C(Cl)(Cl)Cl)[N:9]([C:16]3[CH:21]=[CH:20][N:19]=[C:18]([NH2:22])[N:17]=3)[C:8]=2[CH:23]=1.[O:24]1[CH2:29][CH2:28][CH:27]([OH:30])[CH2:26][CH2:25]1. Product: [Br:3][C:4]1[CH:5]=[CH:6][C:7]2[N:11]=[C:10]([O:30][CH:27]3[CH2:28][CH2:29][O:24][CH2:25][CH2:26]3)[N:9]([C:16]3[CH:21]=[CH:20][N:19]=[C:18]([NH2:22])[N:17]=3)[C:8]=2[CH:23]=1. The catalyst class is: 9. (6) The catalyst class is: 879. Product: [Br:8][C:9]1[CH:14]=[CH:13][C:12]([Cl:17])=[C:11]([I:16])[CH:10]=1. Reactant: N(OC(C)(C)C)=O.[Br:8][C:9]1[CH:14]=[CH:13][C:12](N)=[C:11]([I:16])[CH:10]=1.[ClH:17].